Dataset: Forward reaction prediction with 1.9M reactions from USPTO patents (1976-2016). Task: Predict the product of the given reaction. (1) Given the reactants [C:1]([O:5][C:6]([N:8]1[CH2:13][CH2:12][N:11]([C:14]2[C:22]3[O:21][C:20]([C:23]#[N:24])=[C:19]([CH2:25][C:26]4[CH:31]=[CH:30][CH:29]=[CH:28][CH:27]=4)[C:18]=3[CH:17]=[C:16]([CH3:32])[CH:15]=2)[CH2:10][CH2:9]1)=[O:7])([CH3:4])([CH3:3])[CH3:2].B1([O-])O[O:34]1.O.O.O.O.[Na+].C(O)C, predict the reaction product. The product is: [C:1]([O:5][C:6]([N:8]1[CH2:9][CH2:10][N:11]([C:14]2[C:22]3[O:21][C:20]([C:23](=[O:34])[NH2:24])=[C:19]([CH2:25][C:26]4[CH:27]=[CH:28][CH:29]=[CH:30][CH:31]=4)[C:18]=3[CH:17]=[C:16]([CH3:32])[CH:15]=2)[CH2:12][CH2:13]1)=[O:7])([CH3:4])([CH3:3])[CH3:2]. (2) Given the reactants [NH2:1][C:2]1[C:3]([Cl:23])=[C:4]2[C:8](=[CH:9][C:10]=1[N+:11]([O-])=O)[C:7](=[O:14])[N:6]([CH:15]1[CH2:20][CH2:19][N:18]([CH3:21])[CH2:17][CH2:16]1)[C:5]2=[O:22].CC(O)C.Cl.CO, predict the reaction product. The product is: [NH2:1][C:2]1[C:3]([Cl:23])=[C:4]2[C:8](=[CH:9][C:10]=1[NH2:11])[C:7](=[O:14])[N:6]([CH:15]1[CH2:16][CH2:17][N:18]([CH3:21])[CH2:19][CH2:20]1)[C:5]2=[O:22]. (3) Given the reactants [CH3:1][NH:2][C:3]1[CH:8]=[CH:7][CH:6]=[C:5]([N+:9]([O-:11])=[O:10])[CH:4]=1.[C:12](Cl)(=[O:15])[CH:13]=[CH2:14], predict the reaction product. The product is: [CH3:1][N:2]([C:3]1[CH:8]=[CH:7][CH:6]=[C:5]([N+:9]([O-:11])=[O:10])[CH:4]=1)[C:12](=[O:15])[CH:13]=[CH2:14]. (4) Given the reactants [C:1]1([CH:7]([C:30]2[CH:35]=[CH:34][CH:33]=[CH:32][CH:31]=2)[N:8]2[C:16]3[C:11](=[CH:12][CH:13]=[CH:14][CH:15]=3)[C:10](O)([C:17]3[CH:26]=[CH:25][C:20]4[O:21][CH2:22][CH2:23][O:24][C:19]=4[C:18]=3[OH:27])[C:9]2=[O:29])[CH:6]=[CH:5][CH:4]=[CH:3][CH:2]=1.ClC1C=CC=C2C=1C(O)(C1C(O)=CC3OCCC=3C=1)C(=O)N2C(C1C=CC=CC=1)C1C=CC=CC=1, predict the reaction product. The product is: [C:30]1([CH:7]([C:1]2[CH:2]=[CH:3][CH:4]=[CH:5][CH:6]=2)[N:8]2[C:16]3[C:11](=[CH:12][CH:13]=[CH:14][CH:15]=3)[CH:10]([C:17]3[CH:26]=[CH:25][C:20]4[O:21][CH2:22][CH2:23][O:24][C:19]=4[C:18]=3[OH:27])[C:9]2=[O:29])[CH:31]=[CH:32][CH:33]=[CH:34][CH:35]=1. (5) Given the reactants C[N:2]([C:8]1[S:9][CH:10]=[CH:11][N:12]=1)[CH2:3][CH2:4][CH2:5][NH:6]C.[C:13]1([C:19]#[C:20][C:21]([OH:23])=O)[CH:18]=[CH:17][CH:16]=[CH:15][CH:14]=1.CCN(C(C)C)C(C)C.CN(C(ON1N=NC2C=CC=CC1=2)=[N+](C)C)C.[B-](F)(F)(F)F, predict the reaction product. The product is: [S:9]1[CH:10]=[CH:11][N:12]=[C:8]1[NH:2][CH2:3][CH2:4][CH2:5][NH:6][C:21](=[O:23])[C:20]#[C:19][C:13]1[CH:14]=[CH:15][CH:16]=[CH:17][CH:18]=1. (6) Given the reactants C(OC([N:8]1[CH2:13][CH2:12][CH:11]([C:14]2[CH:15]=[C:16]3[C:20](=[CH:21][CH:22]=2)[NH:19][C:18]([C:23](=[O:32])[NH:24][C:25]2[CH:30]=[CH:29][C:28]([F:31])=[CH:27][CH:26]=2)=[CH:17]3)[CH2:10][CH2:9]1)=O)(C)(C)C.O1CCOCC1, predict the reaction product. The product is: [F:31][C:28]1[CH:27]=[CH:26][C:25]([NH:24][C:23]([C:18]2[NH:19][C:20]3[C:16]([CH:17]=2)=[CH:15][C:14]([CH:11]2[CH2:12][CH2:13][NH:8][CH2:9][CH2:10]2)=[CH:22][CH:21]=3)=[O:32])=[CH:30][CH:29]=1.